From a dataset of Catalyst prediction with 721,799 reactions and 888 catalyst types from USPTO. Predict which catalyst facilitates the given reaction. (1) Reactant: [NH:1]1[CH2:6][CH2:5][NH:4][CH2:3][CH2:2]1.F[C:8]1[CH:9]=[C:10]([N+:14]([O-:16])=[O:15])[CH:11]=[CH:12][CH:13]=1. Product: [N+:14]([C:10]1[CH:9]=[C:8]([N:1]2[CH2:6][CH2:5][NH:4][CH2:3][CH2:2]2)[CH:13]=[CH:12][CH:11]=1)([O-:16])=[O:15]. The catalyst class is: 58. (2) Reactant: C([O:3][C:4](=[O:21])[CH2:5][NH:6][C:7]([C:9]1[CH:14]=[CH:13][C:12]([C:15]2[CH:20]=[CH:19][CH:18]=[CH:17][CH:16]=2)=[CH:11][CH:10]=1)=[O:8])C.CO.O.O[Li].O. Product: [C:12]1([C:15]2[CH:16]=[CH:17][CH:18]=[CH:19][CH:20]=2)[CH:13]=[CH:14][C:9]([C:7]([NH:6][CH2:5][C:4]([OH:21])=[O:3])=[O:8])=[CH:10][CH:11]=1. The catalyst class is: 1.